Predict the reactants needed to synthesize the given product. From a dataset of Retrosynthesis with 50K atom-mapped reactions and 10 reaction types from USPTO. Given the product COc1ccccc1CSc1nc2ccccc2n1CC(=O)OC(C)(C)C, predict the reactants needed to synthesize it. The reactants are: CC(C)(C)OC(=O)Cn1c(S)nc2ccccc21.COc1ccccc1CCl.